Dataset: Catalyst prediction with 721,799 reactions and 888 catalyst types from USPTO. Task: Predict which catalyst facilitates the given reaction. (1) Reactant: [F:1][C:2]1[CH:3]=[C:4]([C@@H:9]([CH:13]2[CH2:18][CH2:17][N:16]([S:19]([C:22]([F:25])([F:24])[F:23])(=[O:21])=[O:20])[CH2:15][CH2:14]2)[CH2:10][CH:11]=O)[CH:5]=[C:6]([F:8])[CH:7]=1.[CH2:26]([N:28]([CH:45]1[CH2:50][CH2:49][NH:48][CH2:47][CH2:46]1)[C:29](=[O:44])[CH2:30][CH:31]1[CH2:36][CH2:35][N:34]([C:37]([O:39][C:40]([CH3:43])([CH3:42])[CH3:41])=[O:38])[CH2:33][CH2:32]1)[CH3:27].C(O)(=O)C.C(O[BH-](OC(=O)C)OC(=O)C)(=O)C.[Na+]. Product: [F:1][C:2]1[CH:3]=[C:4]([C@@H:9]([CH:13]2[CH2:14][CH2:15][N:16]([S:19]([C:22]([F:24])([F:23])[F:25])(=[O:21])=[O:20])[CH2:17][CH2:18]2)[CH2:10][CH2:11][N:48]2[CH2:47][CH2:46][CH:45]([N:28]([CH2:26][CH3:27])[C:29](=[O:44])[CH2:30][CH:31]3[CH2:36][CH2:35][N:34]([C:37]([O:39][C:40]([CH3:43])([CH3:42])[CH3:41])=[O:38])[CH2:33][CH2:32]3)[CH2:50][CH2:49]2)[CH:5]=[C:6]([F:8])[CH:7]=1. The catalyst class is: 4. (2) Reactant: [C:1]([CH2:3][CH2:4][CH:5]([CH2:10][CH2:11][C:12]#[N:13])[CH2:6][CH2:7][C:8]#[N:9])#[N:2].[H][H]. Product: [NH2:2][CH2:1][CH2:3][CH2:4][CH:5]([CH2:10][CH2:11][CH2:12][NH2:13])[CH2:6][CH2:7][CH2:8][NH2:9]. The catalyst class is: 328. (3) Reactant: [C:1]([O:5][C:6]([N:8]1[CH2:13][CH:12]2[CH:10]([CH:11]2[C:14]([OH:16])=O)[CH2:9]1)=[O:7])([CH3:4])([CH3:3])[CH3:2].[NH:17]1C2C=CC=CC=2N=N1.C(N=C=NCCCN(C)C)C.C(N(C(C)C)CC)(C)C.N. Product: [C:14]([CH:11]1[CH:12]2[CH:10]1[CH2:9][N:8]([C:6]([O:5][C:1]([CH3:4])([CH3:3])[CH3:2])=[O:7])[CH2:13]2)(=[O:16])[NH2:17]. The catalyst class is: 61. (4) Reactant: C(Cl)Cl.[C:4]([O:7][C@H:8]1[C@H:13]([O:14][C:15](=[O:17])[CH3:16])[C@@H:12]([O:18][C:19](=[O:21])[CH3:20])[C@H:11]([N:22]2[C:30]3[C:25](=[CH:26][CH:27]=[CH:28][CH:29]=3)[CH:24]=[CH:23]2)[O:10][C@@H:9]1[CH2:31][O:32][C:33](=[O:35])[CH3:34])(=[O:6])[CH3:5].[CH2:36]([C:38]1[CH:46]=[CH:45][C:41]([C:42](Cl)=[O:43])=[CH:40][CH:39]=1)[CH3:37].[Al+3].[Cl-].[Cl-].[Cl-]. Product: [C:4]([O:7][C@H:8]1[C@H:13]([O:14][C:15](=[O:17])[CH3:16])[C@@H:12]([O:18][C:19](=[O:21])[CH3:20])[C@H:11]([N:22]2[C:30]3[C:25](=[CH:26][CH:27]=[CH:28][CH:29]=3)[C:24]([C:42](=[O:43])[C:41]3[CH:45]=[CH:46][C:38]([CH2:36][CH3:37])=[CH:39][CH:40]=3)=[CH:23]2)[O:10][C@@H:9]1[CH2:31][O:32][C:33](=[O:35])[CH3:34])(=[O:6])[CH3:5]. The catalyst class is: 5. (5) Reactant: NN.[Cl:3][C:4]1[C:5]([OH:31])=[C:6]([CH:27]=[C:28]([Cl:30])[CH:29]=1)[CH2:7][N:8]1[CH2:13][CH2:12][C:11]([CH2:15][N:16]2C(=O)C3C(=CC=CC=3)C2=O)([F:14])[CH2:10][CH2:9]1. Product: [NH2:16][CH2:15][C:11]1([F:14])[CH2:12][CH2:13][N:8]([CH2:7][C:6]2[CH:27]=[C:28]([Cl:30])[CH:29]=[C:4]([Cl:3])[C:5]=2[OH:31])[CH2:9][CH2:10]1. The catalyst class is: 8.